Dataset: Reaction yield outcomes from USPTO patents with 853,638 reactions. Task: Predict the reaction yield, written as a fraction of the theoretical maximum amount of product (1.0 means a 100% yield; for example, 0.34 means a 34% yield). (1) The reactants are [Na].Br[C:3]1[CH:4]=[N:5][CH:6]=[N:7][CH:8]=1.[CH2:9]([OH:11])[CH3:10]. No catalyst specified. The product is [CH2:9]([O:11][C:3]1[CH:4]=[N:5][CH:6]=[N:7][CH:8]=1)[CH3:10]. The yield is 0.256. (2) The reactants are [N:1]1[CH:6]=[CH:5][CH:4]=[CH:3][C:2]=1[CH:7]=[O:8].[C:9]([O:13][CH3:14])(=[O:12])[CH:10]=[CH2:11]. The catalyst is N12CCN(CC1)CC2.C(Cl)(Cl)Cl. The product is [OH:8][CH:7]([C:2]1[CH:3]=[CH:4][CH:5]=[CH:6][N:1]=1)[C:10](=[CH2:11])[C:9]([O:13][CH3:14])=[O:12]. The yield is 0.600. (3) The reactants are [CH:1]([Si:4]([CH:9]([CH3:11])[CH3:10])([CH:6]([CH3:8])[CH3:7])[SH:5])([CH3:3])[CH3:2].[H-].[Na+].[H][H].[C:16]([O:19][C:20]1[CH:25]=[CH:24][CH:23]=[C:22](I)[CH:21]=1)(=[O:18])[CH3:17]. The catalyst is C1COCC1.C1(C)C=CC=CC=1.C1C=CC([P]([Pd]([P](C2C=CC=CC=2)(C2C=CC=CC=2)C2C=CC=CC=2)([P](C2C=CC=CC=2)(C2C=CC=CC=2)C2C=CC=CC=2)[P](C2C=CC=CC=2)(C2C=CC=CC=2)C2C=CC=CC=2)(C2C=CC=CC=2)C2C=CC=CC=2)=CC=1. The product is [C:16]([O:19][C:20]1[CH:25]=[CH:24][CH:23]=[C:22]([S:5][Si:4]([CH:1]([CH3:3])[CH3:2])([CH:6]([CH3:8])[CH3:7])[CH:9]([CH3:11])[CH3:10])[CH:21]=1)(=[O:18])[CH3:17]. The yield is 0.520. (4) The reactants are [CH3:1][C:2]1[C:11]([N+:12]([O-])=O)=[CH:10][C:9]([C:15]([F:18])([F:17])[F:16])=[CH:8][C:3]=1[C:4]([O:6][CH3:7])=[O:5].C(O)C.[NH4+].[Cl-]. The catalyst is [Fe]. The product is [NH2:12][C:11]1[C:2]([CH3:1])=[C:3]([CH:8]=[C:9]([C:15]([F:16])([F:17])[F:18])[CH:10]=1)[C:4]([O:6][CH3:7])=[O:5]. The yield is 1.00. (5) The reactants are [C:1]([NH:4][C:5]1[S:6][CH:7]=[C:8]([CH2:10][CH2:11][C:12]2[CH:20]=[CH:19][C:15]([C:16]([OH:18])=O)=[C:14]([F:21])[C:13]=2[F:22])[N:9]=1)(=[O:3])[CH3:2].C([N:25]1[CH:29]=[CH:28][N:27]=[CH:26]1)([N:25]1[CH:29]=[CH:28][N:27]=[CH:26]1)=O. The catalyst is O1CCCC1. The product is [F:22][C:13]1[C:14]([F:21])=[C:15]([C:16]([N:25]2[CH:29]=[CH:28][N:27]=[CH:26]2)=[O:18])[CH:19]=[CH:20][C:12]=1[CH2:11][CH2:10][C:8]1[N:9]=[C:5]([NH:4][C:1](=[O:3])[CH3:2])[S:6][CH:7]=1. The yield is 0.684. (6) The reactants are [N+:1]([C:4]1[CH:5]=[C:6]([C:14](Cl)=[O:15])[C:7]2[C:12]([CH:13]=1)=[CH:11][CH:10]=[CH:9][CH:8]=2)([O-:3])=[O:2].[N+:17](=[CH2:19])=[N-:18].CC(O)=O. The catalyst is C1COCC1. The product is [N+:17](=[CH:19][C:14]([C:6]1[C:7]2[C:12](=[CH:11][CH:10]=[CH:9][CH:8]=2)[CH:13]=[C:4]([N+:1]([O-:3])=[O:2])[CH:5]=1)=[O:15])=[N-:18]. The yield is 0.810. (7) The reactants are [NH2:1][C:2]1[CH:7]=[CH:6][C:5]([C:8]2[CH:13]=[CH:12][C:11]([C:14](=[O:24])[CH2:15][CH:16]([CH2:21][CH2:22][CH3:23])[C:17]([O:19]C)=[O:18])=[CH:10][CH:9]=2)=[CH:4][CH:3]=1.Cl[C:26]1[S:27][C:28]2[CH:34]=[C:33]([Cl:35])[CH:32]=[CH:31][C:29]=2[N:30]=1.S1C2C=CC=CC=2N=C1NC1C=CC(C2C=CC(C(=O)CC(C)(C)C(O)=O)=CC=2)=CC=1. No catalyst specified. The product is [Cl:35][C:33]1[CH:32]=[CH:31][C:29]2[N:30]=[C:26]([NH:1][C:2]3[CH:3]=[CH:4][C:5]([C:8]4[CH:13]=[CH:12][C:11]([C:14](=[O:24])[CH2:15][CH:16]([CH2:21][CH2:22][CH3:23])[C:17]([OH:19])=[O:18])=[CH:10][CH:9]=4)=[CH:6][CH:7]=3)[S:27][C:28]=2[CH:34]=1. The yield is 0.180. (8) The reactants are [CH3:1][O:2][C:3]1[C:4]2[N:5]([N:19]=[C:20]([C:22]3([C:25]([OH:27])=[O:26])[CH2:24][CH2:23]3)[N:21]=2)[C:6]([C:9]2[CH:10]=[C:11]3[C:15](=[CH:16][CH:17]=2)[C:14](=[O:18])[O:13][CH2:12]3)=[CH:7][CH:8]=1.[CH3:28][C@@H:29](O)[CH2:30][CH3:31].CCN=C=NCCCN(C)C.Cl. The catalyst is CN(C1C=CN=CC=1)C.C(Cl)Cl. The product is [CH3:28][C@@H:29]([O:26][C:25]([C:22]1([C:20]2[N:21]=[C:4]3[C:3]([O:2][CH3:1])=[CH:8][CH:7]=[C:6]([C:9]4[CH:10]=[C:11]5[C:15](=[CH:16][CH:17]=4)[C:14](=[O:18])[O:13][CH2:12]5)[N:5]3[N:19]=2)[CH2:23][CH2:24]1)=[O:27])[CH2:30][CH3:31]. The yield is 0.300. (9) The reactants are [NH2:1][C:2]1[N:7]=[CH:6][N:5]=[C:4]2[N:8]([CH2:24][CH2:25][CH2:26]O)[N:9]=[C:10]([C:11]3[CH:16]=[CH:15][C:14]([O:17][C:18]4[CH:23]=[CH:22][CH:21]=[CH:20][CH:19]=4)=[CH:13][CH:12]=3)[C:3]=12.[S:28]1[CH2:32][C:31](=[O:33])[NH:30][C:29]1=[O:34].C1(P(C2C=CC=CC=2)C2C=CC=CC=2)C=CC=CC=1.CC(OC(/N=N/C(OC(C)C)=O)=O)C. The catalyst is C1COCC1. The product is [NH2:1][C:2]1[N:7]=[CH:6][N:5]=[C:4]2[N:8]([CH2:24][CH2:25][CH2:26][N:30]3[C:31](=[O:33])[CH2:32][S:28][C:29]3=[O:34])[N:9]=[C:10]([C:11]3[CH:12]=[CH:13][C:14]([O:17][C:18]4[CH:23]=[CH:22][CH:21]=[CH:20][CH:19]=4)=[CH:15][CH:16]=3)[C:3]=12. The yield is 0.620.